Predict the reaction yield, written as a fraction of the theoretical maximum amount of product (1.0 means a 100% yield; for example, 0.34 means a 34% yield). From a dataset of Reaction yield outcomes from USPTO patents with 853,638 reactions. (1) The reactants are Br[C:2]1[C:11]2[O:10][CH2:9][C:8]3[CH:12]=[C:13]([OH:16])[CH:14]=[CH:15][C:7]=3[C:6]=2[CH:5]=[C:4]2[CH:17]=[CH:18][C:19]([OH:21])=[CH:20][C:3]=12.[CH2:22]([Sn]([CH2:22][CH2:23][CH2:24][CH3:25])([CH2:22][CH2:23][CH2:24][CH3:25])C1SC=CN=1)[CH2:23][CH2:24][CH3:25]. The catalyst is CN(C=O)C. The product is [CH2:22]([C:2]1[C:11]2[O:10][CH2:9][C:8]3[CH:12]=[C:13]([OH:16])[CH:14]=[CH:15][C:7]=3[C:6]=2[CH:5]=[C:4]2[CH:17]=[CH:18][C:19]([OH:21])=[CH:20][C:3]=12)[CH2:23][CH2:24][CH3:25]. The yield is 0.510. (2) The reactants are Br[C:2]1[C:3]([C:9](O)=O)=[N:4][CH:5]=[C:6]([CH3:8])[CH:7]=1.C([O-])([O-])=O.[K+].[K+].[N:18]1[NH:19][N:20]=[CH:21][CH:22]=1.C[N:24](C=O)C. No catalyst specified. The product is [CH3:8][C:6]1[CH:7]=[C:2]([N:19]2[N:20]=[CH:21][CH:22]=[N:18]2)[C:3]([C:9]#[N:24])=[N:4][CH:5]=1.[CH3:8][C:6]1[CH:7]=[C:2]([N:18]2[CH:22]=[CH:21][N:20]=[N:19]2)[C:3]([C:9]#[N:24])=[N:4][CH:5]=1. The yield is 0.350. (3) The reactants are [C:1]([Si:5]([O:18][C@H:19]1[CH2:24][CH2:23][C@@:22]([C@H:26]2[CH2:34][CH2:33][C@@:32]3([CH3:35])[C@@H:28]([CH2:29][CH2:30][C:31]3=[CH2:36])[C@@H:27]2[CH2:37][O:38][Si](C(C)(C)C)(C)C)([CH3:25])[C@@H:21]([CH2:46][O:47][Si](C(C)(C)C)(C)C)[CH2:20]1)([C:12]1[CH:17]=[CH:16][CH:15]=[CH:14][CH:13]=1)[C:6]1[CH:11]=[CH:10][CH:9]=[CH:8][CH:7]=1)([CH3:4])([CH3:3])[CH3:2].O.C1COCC1.CC(C)=O. The catalyst is C(O)(=O)C. The product is [Si:5]([O:18][C@@H:19]1[CH2:20][C@H:21]([CH2:46][OH:47])[C@:22]([C@H:26]2[CH2:34][CH2:33][C@@:32]3([CH3:35])[C@@H:28]([CH2:29][CH2:30][C:31]3=[CH2:36])[C@@H:27]2[CH2:37][OH:38])([CH3:25])[CH2:23][CH2:24]1)([C:1]([CH3:4])([CH3:3])[CH3:2])([C:12]1[CH:17]=[CH:16][CH:15]=[CH:14][CH:13]=1)[C:6]1[CH:7]=[CH:8][CH:9]=[CH:10][CH:11]=1. The yield is 0.360.